Task: Regression. Given a peptide amino acid sequence and an MHC pseudo amino acid sequence, predict their binding affinity value. This is MHC class II binding data.. Dataset: Peptide-MHC class II binding affinity with 134,281 pairs from IEDB (1) The peptide sequence is EVFFQRLGIASGRARY. The MHC is DRB1_0101 with pseudo-sequence DRB1_0101. The binding affinity (normalized) is 0.621. (2) The peptide sequence is AFKVAATAANHAPAN. The MHC is DRB1_0401 with pseudo-sequence DRB1_0401. The binding affinity (normalized) is 0.396.